Dataset: Catalyst prediction with 721,799 reactions and 888 catalyst types from USPTO. Task: Predict which catalyst facilitates the given reaction. Reactant: [NH2:1][C@H:2]1[CH2:7][CH2:6][C@H:5]([NH:8][C:9]2[CH:10]=[C:11]([N:21](CC3C=CC(OC)=CC=3)[C:22]3[CH:27]=[CH:26][CH:25]=[CH:24][CH:23]=3)[C:12]3[N:13]([C:15]([C:18]([NH2:20])=[O:19])=[CH:16][N:17]=3)[N:14]=2)[CH2:4][CH2:3]1. Product: [NH2:1][C@H:2]1[CH2:7][CH2:6][C@H:5]([NH:8][C:9]2[CH:10]=[C:11]([NH:21][C:22]3[CH:23]=[CH:24][CH:25]=[CH:26][CH:27]=3)[C:12]3[N:13]([C:15]([C:18]([NH2:20])=[O:19])=[CH:16][N:17]=3)[N:14]=2)[CH2:4][CH2:3]1. The catalyst class is: 55.